From a dataset of Full USPTO retrosynthesis dataset with 1.9M reactions from patents (1976-2016). Predict the reactants needed to synthesize the given product. Given the product [Cl:1][C:2]1[C:7]([O:8][Si:19]([CH:23]([CH3:25])[CH3:24])([CH:20]([CH3:22])[CH3:21])[CH:17]([CH3:18])[CH3:16])=[CH:6][CH:5]=[CH:4][C:3]=1[OH:9], predict the reactants needed to synthesize it. The reactants are: [Cl:1][C:2]1[C:7]([OH:8])=[CH:6][CH:5]=[CH:4][C:3]=1[OH:9].C(=O)([O-])[O-].[K+].[K+].[CH3:16][CH:17]([Si:19](Cl)([CH:23]([CH3:25])[CH3:24])[CH:20]([CH3:22])[CH3:21])[CH3:18].